Dataset: Catalyst prediction with 721,799 reactions and 888 catalyst types from USPTO. Task: Predict which catalyst facilitates the given reaction. Reactant: [NH2:1][C:2]1[CH:3]=[CH:4][C:5]([N:10]2[CH2:15][CH2:14][N:13]([CH:16]([C:23]3[CH:28]=[CH:27][CH:26]=[CH:25][CH:24]=3)[C:17]3[CH:22]=[CH:21][CH:20]=[CH:19][CH:18]=3)[CH2:12][CH2:11]2)=[C:6]([CH:9]=1)[C:7]#[N:8].[CH3:29][C:30]1[C:34]([N:35]=[C:36]=[O:37])=[C:33]([CH3:38])[O:32][N:31]=1.[OH-].[Na+]. Product: [CH:16]([N:13]1[CH2:12][CH2:11][N:10]([C:5]2[CH:4]=[CH:3][C:2]([NH:1][C:36]([NH:35][C:34]3[C:30]([CH3:29])=[N:31][O:32][C:33]=3[CH3:38])=[O:37])=[CH:9][C:6]=2[C:7]#[N:8])[CH2:15][CH2:14]1)([C:17]1[CH:22]=[CH:21][CH:20]=[CH:19][CH:18]=1)[C:23]1[CH:24]=[CH:25][CH:26]=[CH:27][CH:28]=1. The catalyst class is: 26.